This data is from Full USPTO retrosynthesis dataset with 1.9M reactions from patents (1976-2016). The task is: Predict the reactants needed to synthesize the given product. (1) Given the product [N+:8]([C:7]1[C:2]([NH:17][CH2:18][C:19]([OH:21])=[O:20])=[N:3][CH:4]=[CH:5][CH:6]=1)([O-:10])=[O:9], predict the reactants needed to synthesize it. The reactants are: Cl[C:2]1[C:7]([N+:8]([O-:10])=[O:9])=[CH:6][CH:5]=[CH:4][N:3]=1.C(=O)([O-])[O-].[K+].[K+].[NH2:17][CH2:18][C:19]([OH:21])=[O:20]. (2) Given the product [F:32][C:31]([F:34])([F:33])[S:28]([O:30][CH2:12]/[CH:11]=[C:10]1/[CH:19]([C:18]2[CH:21]=[CH:22][C:15]([Cl:14])=[CH:16][CH:17]=2)[O:20][CH:7]([C:1]2[CH:6]=[CH:5][CH:4]=[CH:3][CH:2]=2)[CH2:8][CH2:9]/1)(=[O:29])=[O:27], predict the reactants needed to synthesize it. The reactants are: [C:1]1([CH:7](O)[CH2:8][CH2:9][C:10]#[C:11][CH3:12])[CH:6]=[CH:5][CH:4]=[CH:3][CH:2]=1.[Cl:14][C:15]1[CH:22]=[CH:21][C:18]([CH:19]=[O:20])=[CH:17][CH:16]=1.C[Si]([O:27][S:28]([C:31]([F:34])([F:33])[F:32])(=[O:30])=[O:29])(C)C.C([O-])(O)=O.[Na+]. (3) Given the product [F:23][CH2:22][CH2:21][NH:1][C:2]1[CH:9]=[CH:8][C:5]([C:6]#[N:7])=[C:4]([C:10]([F:11])([F:12])[F:13])[CH:3]=1, predict the reactants needed to synthesize it. The reactants are: [NH2:1][C:2]1[CH:9]=[CH:8][C:5]([C:6]#[N:7])=[C:4]([C:10]([F:13])([F:12])[F:11])[CH:3]=1.C(=O)([O-])[O-].[Cs+].[Cs+].Br[CH2:21][CH2:22][F:23]. (4) Given the product [Cl:60][C:56]1[CH:55]=[C:54]([CH:53]([C:61]2[CH:66]=[CH:65][CH:64]=[C:63]([Cl:67])[CH:62]=2)[N:23]2[CH2:24][CH2:25][CH:20]([CH2:19][O:18][C:5]3[C:4]([CH:1]4[CH2:3][CH2:2]4)=[CH:16][C:8]([C:9]([O:11][C:12]([CH3:15])([CH3:14])[CH3:13])=[O:10])=[C:7]([F:17])[CH:6]=3)[CH2:21][CH2:22]2)[CH:59]=[CH:58][CH:57]=1, predict the reactants needed to synthesize it. The reactants are: [CH:1]1([C:4]2[C:5]([O:18][CH2:19][C:20]3(F)[CH2:25][CH2:24][NH:23][CH2:22][CH2:21]3)=[CH:6][C:7]([F:17])=[C:8]([CH:16]=2)[C:9]([O:11][C:12]([CH3:15])([CH3:14])[CH3:13])=[O:10])[CH2:3][CH2:2]1.C1(C2C(OCC3CCNCC3)=CC(F)=C(C=2)C(OC(C)(C)C)=O)CC1.Br[CH:53]([C:61]1[CH:62]=[C:63]([Cl:67])[CH:64]=[CH:65][CH:66]=1)[C:54]1[CH:55]=[C:56]([Cl:60])[CH:57]=[CH:58][CH:59]=1. (5) Given the product [C:21]([O:20][C:18]([N:2]([CH3:1])[CH2:3][CH2:4][C:5]([O:7][CH2:8][CH3:9])=[O:6])=[O:19])([CH3:22])([CH3:23])[CH3:24], predict the reactants needed to synthesize it. The reactants are: [CH3:1][NH:2][CH2:3][CH2:4][C:5]([O:7][CH2:8][CH3:9])=[O:6].[CH3:22][C:21]([O:20][C:18](O[C:18]([O:20][C:21]([CH3:24])([CH3:23])[CH3:22])=[O:19])=[O:19])([CH3:24])[CH3:23].O. (6) Given the product [CH2:14]([C:8]1[CH:7]=[CH:6][C:5]2[C:10](=[CH:11][CH:12]=[CH:13][C:4]=2[NH2:1])[N:9]=1)[CH3:15], predict the reactants needed to synthesize it. The reactants are: [N+:1]([C:4]1[CH:13]=[CH:12][CH:11]=[C:10]2[C:5]=1[CH:6]=[CH:7][C:8]([CH:14]=[CH2:15])=[N:9]2)([O-])=O.C(=O)([O-])[O-].[Na+].[Na+].